From a dataset of Full USPTO retrosynthesis dataset with 1.9M reactions from patents (1976-2016). Predict the reactants needed to synthesize the given product. (1) Given the product [ClH:53].[CH2:27]([N:3]([CH2:1][CH3:2])[C:4](=[O:26])[C:5]1[CH:6]=[CH:7][C:8]([C:11](=[C:18]2[CH2:24][CH:23]3[N:25]([CH2:29][CH2:30][CH3:31])[CH:20]([CH2:21][CH2:22]3)[CH2:19]2)[C:12]2[CH:17]=[CH:16][CH:15]=[CH:14][CH:13]=2)=[CH:9][CH:10]=1)[CH3:28], predict the reactants needed to synthesize it. The reactants are: [CH2:1]([N:3]([CH2:27][CH3:28])[C:4](=[O:26])[C:5]1[CH:10]=[CH:9][C:8]([C:11](=[C:18]2[CH2:24][CH:23]3[NH:25][CH:20]([CH2:21][CH2:22]3)[CH2:19]2)[C:12]2[CH:17]=[CH:16][CH:15]=[CH:14][CH:13]=2)=[CH:7][CH:6]=1)[CH3:2].[CH:29](=O)[CH2:30][CH3:31].CC(O)=O.[BH-](OC(C)=O)(OC(C)=O)OC(C)=O.[Na+].[OH-].[Na+].[Cl:53]CCCl. (2) The reactants are: [CH3:1][C:2]([CH3:17])([O:4][C:5]([NH:7][N:8]1[CH2:13][CH2:12][CH:11]([C:14]([OH:16])=[O:15])[CH2:10][CH2:9]1)=[O:6])[CH3:3].C(=O)([O-])[O-].[Cs+].[Cs+].[CH2:24](Br)[C:25]1[CH:30]=[CH:29][CH:28]=[CH:27][CH:26]=1. Given the product [CH2:24]([O:15][C:14]([CH:11]1[CH2:12][CH2:13][N:8]([NH:7][C:5]([O:4][C:2]([CH3:17])([CH3:1])[CH3:3])=[O:6])[CH2:9][CH2:10]1)=[O:16])[C:25]1[CH:30]=[CH:29][CH:28]=[CH:27][CH:26]=1, predict the reactants needed to synthesize it. (3) Given the product [CH3:25][N:26]1[C:5]2[C:4](=[CH:9][CH:8]=[CH:7][CH:6]=2)[CH:3]=[CH:2]1, predict the reactants needed to synthesize it. The reactants are: O1[C:5]2[CH:6]=[CH:7][CH:8]=[CH:9][C:4]=2[CH:3]=[CH:2]1.S1C2C=CC=CC=2C=C1.O(C(C)(C)C)[K].[CH3:25][N:26]1C2C(=NC=CC=2)C=C1.CN1C2C=CN=CC=2C=C1.CN1C2=NC=CC=C2C=C1.C(N1C2=NC=CC=C2C=C1)C1C=CC=CC=1. (4) Given the product [CH2:1]([O:8][C:9]1[C:10]2[N:11]([N:16]=[CH:17][C:18]=2[CH2:19][OH:20])[CH:12]=[C:13]([Cl:15])[CH:14]=1)[C:2]1[CH:3]=[CH:4][CH:5]=[CH:6][CH:7]=1, predict the reactants needed to synthesize it. The reactants are: [CH2:1]([O:8][C:9]1[C:10]2[N:11]([N:16]=[CH:17][C:18]=2[C:19](OC)=[O:20])[CH:12]=[C:13]([Cl:15])[CH:14]=1)[C:2]1[CH:7]=[CH:6][CH:5]=[CH:4][CH:3]=1.[H-].[Al+3].[Li+].[H-].[H-].[H-]. (5) Given the product [CH3:16][O:17][CH2:2][C:3]([C:5]1[CH:10]=[CH:9][C:8]([O:11][C:12]([F:15])([F:14])[F:13])=[CH:7][CH:6]=1)=[O:4], predict the reactants needed to synthesize it. The reactants are: Br[CH2:2][C:3]([C:5]1[CH:10]=[CH:9][C:8]([O:11][C:12]([F:15])([F:14])[F:13])=[CH:7][CH:6]=1)=[O:4].[CH3:16][OH:17]. (6) Given the product [Cl:21][C:18]1[CH:17]=[CH:16][C:15]([C:13]2[S:14][C:10]([C:8]([NH:7][CH2:6][CH:3]3[CH2:4][CH2:5][N:1]([C:31]4[CH:32]=[C:27]([CH:28]=[CH:29][CH:30]=4)[C:25]([O:24][CH3:23])=[O:26])[CH2:2]3)=[O:9])=[C:11]([CH3:22])[N:12]=2)=[CH:20][CH:19]=1, predict the reactants needed to synthesize it. The reactants are: [NH:1]1[CH2:5][CH2:4][CH:3]([CH2:6][NH:7][C:8]([C:10]2[S:14][C:13]([C:15]3[CH:20]=[CH:19][C:18]([Cl:21])=[CH:17][CH:16]=3)=[N:12][C:11]=2[CH3:22])=[O:9])[CH2:2]1.[CH3:23][O:24][C:25]([C:27]1[CH:28]=[C:29](OB(O)O)[CH:30]=[CH:31][CH:32]=1)=[O:26].